From a dataset of Forward reaction prediction with 1.9M reactions from USPTO patents (1976-2016). Predict the product of the given reaction. (1) Given the reactants [CH:1]1[C:10]2[C:5](=[CH:6][CH:7]=[C:8](OS(C(F)(F)F)(=O)=O)[CH:9]=2)[CH:4]=[CH:3][N:2]=1.[C:19]([N:26]1[CH2:31][CH2:30][NH:29][CH2:28][CH2:27]1)([O:21][C:22]([CH3:25])([CH3:24])[CH3:23])=[O:20], predict the reaction product. The product is: [C:22]([O:21][C:19]([N:26]1[CH2:31][CH2:30][N:29]([C:8]2[CH:9]=[C:10]3[C:5]([CH:4]=[CH:3][N:2]=[CH:1]3)=[CH:6][CH:7]=2)[CH2:28][CH2:27]1)=[O:20])([CH3:25])([CH3:23])[CH3:24]. (2) Given the reactants OC1C=C2C(=CC=1)NC(=O)CC2.C1(N2C(CCCC[N:28]3[C:37]4[C:32](=[CH:33][C:34]([O:38][CH2:39][CH2:40][CH2:41][CH2:42][C:43]5[N:47]([CH:48]6[CH2:53][CH2:52][CH2:51][CH2:50][CH2:49]6)[N:46]=[N:45][N:44]=5)=[CH:35][CH:36]=4)[CH2:31][CH2:30][C:29]3=[O:54])=NN=N2)CCCCC1, predict the reaction product. The product is: [CH:35]1[C:34]([O:38][CH2:39][CH2:40][CH2:41][CH2:42][C:43]2[N:47]([CH:48]3[CH2:53][CH2:52][CH2:51][CH2:50][CH2:49]3)[N:46]=[N:45][N:44]=2)=[CH:33][C:32]2[CH2:31][CH2:30][C:29]([NH:28][C:37]=2[CH:36]=1)=[O:54]. (3) Given the reactants Cl[C:2]1[S:6][N:5]=[C:4]([C:7]2[CH:12]=[CH:11][CH:10]=[CH:9][C:8]=2[F:13])[N:3]=1.FC(F)(F)C(O)=O.[O:21]1[C:25]2[CH:26]=[CH:27][CH:28]=[CH:29][C:24]=2[C:23]([NH:30][C:31]([N:33]2[CH2:38][CH2:37][NH:36][CH2:35][CH2:34]2)=[O:32])=[N:22]1.C(N(CC)CC)C.O, predict the reaction product. The product is: [O:21]1[C:25]2[CH:26]=[CH:27][CH:28]=[CH:29][C:24]=2[C:23]([NH:30][C:31]([N:33]2[CH2:38][CH2:37][N:36]([C:2]3[S:6][N:5]=[C:4]([C:7]4[CH:12]=[CH:11][CH:10]=[CH:9][C:8]=4[F:13])[N:3]=3)[CH2:35][CH2:34]2)=[O:32])=[N:22]1. (4) Given the reactants [CH3:1][C:2]1([CH2:8][NH:9]C(=O)OC(C)(C)C)[CH2:7][CH2:6][NH:5][CH2:4][CH2:3]1.CCN(C(C)C)C(C)C.CN1C(=O)CCC1.[Cl:33][C:34]1[N:42]2[C:38](=[N:39][C:40]3[CH:46]=[CH:45][CH:44]=[CH:43][C:41]=32)[C:37]([C:47]([NH2:49])=[O:48])=[C:36]2[CH2:50][CH2:51][CH2:52][C:35]=12, predict the reaction product. The product is: [ClH:33].[ClH:33].[NH2:9][CH2:8][C:2]1([CH3:1])[CH2:3][CH2:4][N:5]([C:34]2[N:42]3[C:38](=[N:39][C:40]4[CH:46]=[CH:45][CH:44]=[CH:43][C:41]=43)[C:37]([C:47]([NH2:49])=[O:48])=[C:36]3[CH2:50][CH2:51][CH2:52][C:35]=23)[CH2:6][CH2:7]1. (5) Given the reactants [OH:1][C:2]1[C:7]([C:8]2[S:9][CH:10]=[CH:11][CH:12]=2)=[N:6][N:5]([CH2:13][C:14]2([C:17]([F:20])([F:19])[F:18])[CH2:16][CH2:15]2)[C:4](=[O:21])[C:3]=1[C:22]1[NH:27][C:26]2[CH:28]=[CH:29][C:30](I)=[CH:31][C:25]=2[S:24](=[O:34])(=[O:33])[N:23]=1.[O-]P(OP(OP([O-])([O-])=O)([O-])=O)(=O)[O-].[K+].[K+].[K+].[K+].[K+].N(CC(O)=O)C.C[NH:60][S:61]([CH3:64])(=[O:63])=[O:62], predict the reaction product. The product is: [OH:1][C:2]1[C:7]([C:8]2[S:9][CH:10]=[CH:11][CH:12]=2)=[N:6][N:5]([CH2:13][C:14]2([C:17]([F:20])([F:19])[F:18])[CH2:16][CH2:15]2)[C:4](=[O:21])[C:3]=1[C:22]1[NH:27][C:26]2[CH:28]=[CH:29][C:30]([NH:60][S:61]([CH3:64])(=[O:63])=[O:62])=[CH:31][C:25]=2[S:24](=[O:34])(=[O:33])[N:23]=1. (6) Given the reactants Br[C:2]1[NH:11][C:5]2=[N:6][CH:7]=[CH:8][C:9]([Cl:10])=[C:4]2[N:3]=1.CC1(C)C(C)(C)OB([C:20]2[CH:21]=[N:22][N:23]([CH2:25][CH2:26][N:27]3[CH2:32][CH2:31][O:30][CH2:29][CH2:28]3)[CH:24]=2)O1.C(=O)([O-])[O-].[Na+].[Na+].C([O-])(=O)C.[Na+].C(#N)C.C1(P(C2C=CC=CC=2)C2C=CC=CC=2)CCCC1, predict the reaction product. The product is: [Cl:10][C:9]1[CH:8]=[CH:7][N:6]=[C:5]2[NH:11][C:2]([C:20]3[CH:21]=[N:22][N:23]([CH2:25][CH2:26][N:27]4[CH2:32][CH2:31][O:30][CH2:29][CH2:28]4)[CH:24]=3)=[N:3][C:4]=12. (7) The product is: [Cl:14][C:15]1[CH:16]=[C:17]([CH:21]=[C:22]([F:24])[CH:23]=1)[CH2:18][CH:2]1[C:9]2[CH:8]=[C:7]([C:10]([O:12][CH3:13])=[O:11])[NH:6][C:5]=2[CH2:4][CH2:3]1. Given the reactants O=[C:2]1[C:9]2[CH:8]=[C:7]([C:10]([O:12][CH3:13])=[O:11])[NH:6][C:5]=2[CH2:4][CH2:3]1.[Cl:14][C:15]1[CH:16]=[C:17]([CH:21]=[C:22]([F:24])[CH:23]=1)[CH2:18][Mg]Cl.FC1C=C(C=CC=1)/C=C1\CCC2NC(C(OC)=O)=CC\1=2, predict the reaction product. (8) The product is: [F:9][C:10]1[CH:17]=[CH:16][C:13]([CH2:14][NH:15][C:34](=[O:35])[C:33]2[CH:38]=[CH:39][N:40]=[C:31]([N:20]3[CH2:21][CH2:22][N:23]([CH2:24][C:25]4[CH:30]=[CH:29][N:28]=[CH:27][CH:26]=4)[C:19]3=[O:18])[CH:32]=2)=[CH:12][CH:11]=1. Given the reactants C(N)C1C=CC=CC=1.[F:9][C:10]1[CH:17]=[CH:16][C:13]([CH2:14][NH2:15])=[CH:12][CH:11]=1.[O:18]=[C:19]1[N:23]([CH2:24][C:25]2[CH:30]=[CH:29][N:28]=[CH:27][CH:26]=2)[CH2:22][CH2:21][N:20]1[C:31]1[CH:32]=[C:33]([CH:38]=[CH:39][N:40]=1)[C:34](OC)=[O:35], predict the reaction product. (9) Given the reactants [C:1]([O:5][C:6]([NH:8][C@H:9]1[CH2:14][C@@H:13]([C:15]([F:18])([F:17])[F:16])[CH2:12][N:11]([C:19]2[CH:24]=[CH:23][N:22]=[CH:21][C:20]=2[NH:25][C:26]([C:28]2[C:32]3=[N:33][CH:34]=[C:35]([CH:37]=C)[CH:36]=[C:31]3[O:30][C:29]=2[NH:39][C:40](=[O:46])[O:41][C:42]([CH3:45])([CH3:44])[CH3:43])=[O:27])[CH2:10]1)=[O:7])([CH3:4])([CH3:3])[CH3:2].C1C[O:50]CC1, predict the reaction product. The product is: [C:42]([O:41][C:40]([NH:39][C:29]1[O:30][C:31]2[C:32](=[N:33][CH:34]=[C:35]([CH:37]=[O:50])[CH:36]=2)[C:28]=1[C:26]([NH:25][C:20]1[CH:21]=[N:22][CH:23]=[CH:24][C:19]=1[N:11]1[CH2:12][C@H:13]([C:15]([F:17])([F:16])[F:18])[CH2:14][C@H:9]([NH:8][C:6](=[O:7])[O:5][C:1]([CH3:4])([CH3:3])[CH3:2])[CH2:10]1)=[O:27])=[O:46])([CH3:45])([CH3:43])[CH3:44].